From a dataset of Forward reaction prediction with 1.9M reactions from USPTO patents (1976-2016). Predict the product of the given reaction. (1) The product is: [O:1]1[CH2:2][CH2:3][N:4]([CH2:7][C:8]2[CH:9]=[CH:10][C:11]([C:14]#[C:15]/[CH:16]=[CH:17]/[C:18]3[CH:19]=[CH:20][C:21]([C:22]([OH:24])=[O:23])=[CH:26][CH:27]=3)=[CH:12][CH:13]=2)[CH2:5][CH2:6]1. Given the reactants [O:1]1[CH2:6][CH2:5][N:4]([CH2:7][C:8]2[CH:13]=[CH:12][C:11]([C:14]#[C:15]/[CH:16]=[CH:17]/[C:18]3[CH:27]=[CH:26][C:21]([C:22]([O:24]C)=[O:23])=[CH:20][CH:19]=3)=[CH:10][CH:9]=2)[CH2:3][CH2:2]1.C1COCC1.CO.[OH-].[Li+], predict the reaction product. (2) Given the reactants ClC1N2C(=[O:11])NN=C2C(C2C=CC(Cl)=CC=2)=C(C2C=CC(Cl)=CC=2)N=1.[Cl-].I[CH2:28][CH3:29].[Cl:30][C:31]1[CH:36]=[CH:35][C:34]([C:37]2[N:42]=[C:41]([N:43]3[CH2:46][C:45](NCC)([C:47](N)=[O:48])[CH2:44]3)[N:40]3[C:53](=[O:58])[N:54]([CH2:56][CH3:57])[N:55]=[C:39]3[C:38]=2[C:59]2[CH:64]=[CH:63][C:62]([Cl:65])=[CH:61][CH:60]=2)=[CH:33][CH:32]=1, predict the reaction product. The product is: [Cl:30][C:31]1[CH:32]=[CH:33][C:34]([C:37]2[N:42]=[C:41]([N:43]3[CH2:44][CH:45]([C:47]([O:48][CH2:28][CH3:29])=[O:11])[CH2:46]3)[N:40]3[C:53](=[O:58])[N:54]([CH2:56][CH3:57])[N:55]=[C:39]3[C:38]=2[C:59]2[CH:60]=[CH:61][C:62]([Cl:65])=[CH:63][CH:64]=2)=[CH:35][CH:36]=1. (3) Given the reactants Br[C:2]1[CH:3]=[C:4]([C:13]([C:23]2[CH:28]=[CH:27][C:26]([OH:29])=[CH:25][CH:24]=2)=[C:14]([C:17]2[CH:22]=[CH:21][CH:20]=[CH:19][CH:18]=2)[CH2:15][CH3:16])[CH:5]=[CH:6][C:7]=1[O:8][CH2:9][CH2:10]NC.[C:30]([Cu])#[N:31].O.[CH3:34][N:35](C=O)C, predict the reaction product. The product is: [OH:29][C:26]1[CH:27]=[CH:28][C:23]([C:13]([C:4]2[CH:5]=[CH:6][C:7]([O:8][CH2:9][CH2:10][NH:31][CH3:30])=[C:2]([CH:3]=2)[C:34]#[N:35])=[C:14]([C:17]2[CH:18]=[CH:19][CH:20]=[CH:21][CH:22]=2)[CH2:15][CH3:16])=[CH:24][CH:25]=1. (4) Given the reactants C[O:2][C:3](=[O:40])[C:4]1[CH:9]=[CH:8][CH:7]=[C:6]([CH2:10][N:11]2[C:15](=[O:16])/[C:14](=[CH:17]/[C:18]3[CH:19]=[C:20]4[C:24](=[CH:25][CH:26]=3)[N:23]([CH2:27][C:28]3[CH:33]=[CH:32][C:31]([Cl:34])=[CH:30][C:29]=3[C:35]([F:38])([F:37])[F:36])[N:22]=[CH:21]4)/[S:13][C:12]2=[O:39])[CH:5]=1.C(CN)O, predict the reaction product. The product is: [Cl:34][C:31]1[CH:32]=[CH:33][C:28]([CH2:27][N:23]2[C:24]3[C:20](=[CH:19][C:18](/[CH:17]=[C:14]4/[C:15](=[O:16])[N:11]([CH2:10][C:6]5[CH:5]=[C:4]([CH:9]=[CH:8][CH:7]=5)[C:3]([OH:40])=[O:2])[C:12](=[O:39])[S:13]/4)=[CH:26][CH:25]=3)[CH:21]=[N:22]2)=[C:29]([C:35]([F:37])([F:36])[F:38])[CH:30]=1. (5) Given the reactants C([O:3][C:4](=[O:25])[CH2:5][C@H:6]([NH:8][CH2:9][C:10]1[CH:15]=[CH:14][C:13]([Cl:16])=[C:12]([O:17][C:18]2[CH:23]=[CH:22][CH:21]=[CH:20][CH:19]=2)[C:11]=1[F:24])[CH3:7])C.CO.O.O.[OH-].[Li+], predict the reaction product. The product is: [Cl:16][C:13]1[CH:14]=[CH:15][C:10]([CH2:9][NH:8][C@H:6]([CH3:7])[CH2:5][C:4]([OH:25])=[O:3])=[C:11]([F:24])[C:12]=1[O:17][C:18]1[CH:23]=[CH:22][CH:21]=[CH:20][CH:19]=1. (6) Given the reactants [Br:1][C:2]1[CH:3]=[C:4]2[C:9](=[CH:10][CH:11]=1)[C:8](=[O:12])[NH:7][CH:6]=[CH:5]2.[CH2:13](Br)[C:14]1[CH:19]=[CH:18][CH:17]=[CH:16][CH:15]=1, predict the reaction product. The product is: [CH2:13]([O:12][C:8]1[C:9]2[C:4](=[CH:3][C:2]([Br:1])=[CH:11][CH:10]=2)[CH:5]=[CH:6][N:7]=1)[C:14]1[CH:19]=[CH:18][CH:17]=[CH:16][CH:15]=1.